From a dataset of Forward reaction prediction with 1.9M reactions from USPTO patents (1976-2016). Predict the product of the given reaction. Given the reactants [F:1][C:2]1[CH:3]=[CH:4][C:5]2[C:6]3[C:11]([CH:12]([CH3:26])[N:13]([C:16](=[O:25])[C:17]4[CH:22]=[CH:21][CH:20]=[C:19]([O:23]C)[CH:18]=4)[C:14]=2[CH:15]=1)=[CH:10][CH:9]=[CH:8][CH:7]=3.FC1C=C(F)C=CC=1C1C=CC=CC=1C(NC(=O)C1C=CC=C(OC)C=1)C, predict the reaction product. The product is: [F:1][C:2]1[CH:3]=[CH:4][C:5]2[C:6]3[C:11]([CH:12]([CH3:26])[N:13]([C:16]([C:17]4[CH:18]=[C:19]([OH:23])[CH:20]=[CH:21][CH:22]=4)=[O:25])[C:14]=2[CH:15]=1)=[CH:10][CH:9]=[CH:8][CH:7]=3.